From a dataset of Forward reaction prediction with 1.9M reactions from USPTO patents (1976-2016). Predict the product of the given reaction. (1) Given the reactants Br[C:2]1[CH:3]=[C:4]2[C@:15]3([CH2:19][O:18][C:17]([NH2:20])=[N:16]3)[C:14]3[C:9](=[CH:10][CH:11]=[C:12]([C:21]4[C:22]([F:27])=[N:23][CH:24]=[CH:25][CH:26]=4)[CH:13]=3)[O:8][C:5]2=[N:6][CH:7]=1.C1COCC1.CN(C=O)C.[CH3:38][C:39]([CH3:43])([CH3:42])[C:40]#[CH:41], predict the reaction product. The product is: [CH3:38][C:39]([CH3:43])([CH3:42])[C:40]#[C:41][C:2]1[CH:3]=[C:4]2[C@:15]3([CH2:19][O:18][C:17]([NH2:20])=[N:16]3)[C:14]3[C:9](=[CH:10][CH:11]=[C:12]([C:21]4[C:22]([F:27])=[N:23][CH:24]=[CH:25][CH:26]=4)[CH:13]=3)[O:8][C:5]2=[N:6][CH:7]=1. (2) Given the reactants C[O:2][C:3]([C:5]1[C:13]2[N:12]=[C:11]([C:14]3[C:18]([NH:19][C:20](=[O:29])[C:21]4[C:26]([F:27])=[CH:25][CH:24]=[CH:23][C:22]=4[F:28])=[CH:17][NH:16][N:15]=3)[NH:10][C:9]=2[CH:8]=[CH:7][CH:6]=1)=[O:4].O.[OH-].[Li+], predict the reaction product. The product is: [F:28][C:22]1[CH:23]=[CH:24][CH:25]=[C:26]([F:27])[C:21]=1[C:20]([NH:19][C:18]1[C:14]([C:11]2[NH:10][C:9]3[CH:8]=[CH:7][CH:6]=[C:5]([C:3]([OH:4])=[O:2])[C:13]=3[N:12]=2)=[N:15][NH:16][CH:17]=1)=[O:29].